This data is from Catalyst prediction with 721,799 reactions and 888 catalyst types from USPTO. The task is: Predict which catalyst facilitates the given reaction. (1) The catalyst class is: 3. Product: [Br:1][C:2]1[CH:7]=[CH:6][C:5]([C:8](=[N:22][O:23][CH2:24][CH3:25])[CH:9]2[CH2:10][CH2:11][N:12]([C:15]3([CH3:21])[CH2:20][CH2:19][N:18]([C:36]([C:28]4[N:27]=[CH:26][C:35]5[C:30]([CH:29]=4)=[CH:31][CH:32]=[CH:33][CH:34]=5)=[O:37])[CH2:17][CH2:16]3)[CH2:13][CH2:14]2)=[CH:4][CH:3]=1. Reactant: [Br:1][C:2]1[CH:7]=[CH:6][C:5]([C:8](=[N:22][O:23][CH2:24][CH3:25])[CH:9]2[CH2:14][CH2:13][N:12]([C:15]3([CH3:21])[CH2:20][CH2:19][NH:18][CH2:17][CH2:16]3)[CH2:11][CH2:10]2)=[CH:4][CH:3]=1.[CH:26]1[C:35]2[C:30](=[CH:31][CH:32]=[CH:33][CH:34]=2)[CH:29]=[C:28]([C:36](O)=[O:37])[N:27]=1.CCN(CC)CC.CN(C(ON1N=NC2C=CC=NC1=2)=[N+](C)C)C.F[P-](F)(F)(F)(F)F. (2) Reactant: [I:1][C:2]1[CH:7]=[CH:6][C:5]([O:8][CH3:9])=[CH:4][C:3]=1[N+:10]([O-])=O.O.NN. Product: [I:1][C:2]1[CH:7]=[CH:6][C:5]([O:8][CH3:9])=[CH:4][C:3]=1[NH2:10]. The catalyst class is: 5. (3) Reactant: [S:1]1[CH:5]=[CH:4][C:3]2[S:6][CH:7]=[CH:8][C:2]1=2.C([Li])CCC.[Cl:14]C(Cl)(Cl)C(Cl)(Cl)Cl.[Cl-].[NH4+]. Product: [Cl:14][C:5]1[S:1][C:2]2[CH:8]=[CH:7][S:6][C:3]=2[CH:4]=1. The catalyst class is: 7. (4) Reactant: C1(C)C=CC=CC=1.C(=O)([O-])[O-].[Na+].[Na+].Br[C:15]1[CH:22]=[CH:21][C:18]([CH:19]=[O:20])=[CH:17][CH:16]=1.[F:23][C:24]([F:36])([F:35])[O:25][C:26]1[CH:31]=[CH:30][C:29](B(O)O)=[CH:28][CH:27]=1. Product: [F:23][C:24]([F:35])([F:36])[O:25][C:26]1[CH:31]=[CH:30][C:29]([C:15]2[CH:22]=[CH:21][C:18]([CH:19]=[O:20])=[CH:17][CH:16]=2)=[CH:28][CH:27]=1. The catalyst class is: 6. (5) Reactant: [NH2:1]/[C:2](/[CH3:8])=[CH:3]\[C:4]([O:6][CH3:7])=[O:5].N1C=CC=CC=1.[Br:15][CH2:16][C:17](Br)=[O:18]. Product: [Br:15][CH2:16][C:17]([NH:1]/[C:2](/[CH3:8])=[CH:3]\[C:4]([O:6][CH3:7])=[O:5])=[O:18]. The catalyst class is: 2. (6) Reactant: [Br:1][C:2]1[CH:7]=[C:6]([C:8]([CH3:11])([CH3:10])[CH3:9])[CH:5]=[CH:4][C:3]=1[CH3:12].[Br:13]Br.C(OOC(=O)C1C=CC=CC=1)(=O)C1C=CC=CC=1.[H][H]. Product: [Br:1][C:2]1[CH:7]=[C:6]([C:8]([CH3:9])([CH3:11])[CH3:10])[CH:5]=[CH:4][C:3]=1[CH2:12][Br:13]. The catalyst class is: 53. (7) Reactant: [NH2:1][C:2]1[CH:7]=[CH:6][C:5]([C:8](=[O:11])[CH2:9][CH3:10])=[CH:4][CH:3]=1.[C:12](OC(=O)C)(=[O:14])[CH3:13]. Product: [C:8]([C:5]1[CH:4]=[CH:3][C:2]([NH:1][C:12](=[O:14])[CH3:13])=[CH:7][CH:6]=1)(=[O:11])[CH2:9][CH3:10]. The catalyst class is: 11. (8) Reactant: [CH3:1][C:2]1([CH3:23])[CH2:6][C:5]2[C:7]([C:13]3[CH:18]=[CH:17][C:16]([C:19]([O:21]C)=[O:20])=[CH:15][CH:14]=3)=[CH:8][CH:9]=[C:10]([O:11][CH3:12])[C:4]=2[O:3]1.[OH-].[Na+]. Product: [C:19]([C:16]1[CH:15]=[CH:14][C:13]([C:7]2[C:5]3[CH2:6][C:2]([CH3:1])([CH3:23])[O:3][C:4]=3[C:10]([O:11][CH3:12])=[CH:9][CH:8]=2)=[CH:18][CH:17]=1)([OH:21])=[O:20]. The catalyst class is: 8.